Dataset: Forward reaction prediction with 1.9M reactions from USPTO patents (1976-2016). Task: Predict the product of the given reaction. (1) Given the reactants [F:1][C:2]1[C:3](B2OC(C)(C)C(C)(C)O2)=[CH:4][C:5]([O:25][CH3:26])=[C:6]([NH:8][C:9](=[O:24])[O:10][CH:11]([CH2:13][CH2:14][CH2:15][O:16][Si](C(C)(C)C)(C)C)[CH3:12])[CH:7]=1.Br[C:37]1[N:38]=[C:39]([CH:47]2[CH2:52][CH2:51][O:50][CH2:49][CH2:48]2)[N:40]2[CH:45]=[CH:44][N:43]=[C:42]([CH3:46])[C:41]=12, predict the reaction product. The product is: [F:1][C:2]1[C:3]([C:37]2[N:38]=[C:39]([CH:47]3[CH2:52][CH2:51][O:50][CH2:49][CH2:48]3)[N:40]3[CH:45]=[CH:44][N:43]=[C:42]([CH3:46])[C:41]=23)=[CH:4][C:5]([O:25][CH3:26])=[C:6]([NH:8][C:9](=[O:24])[O:10][CH:11]([CH2:13][CH2:14][CH2:15][OH:16])[CH3:12])[CH:7]=1. (2) Given the reactants [CH3:1][N:2]([CH3:35])[CH2:3][CH2:4][N:5]1[CH2:10][CH2:9][N:8]([C:11]2[N:12]=[CH:13][C:14]3[CH:20]=[C:19]([C:21]4[CH:26]=[CH:25][CH:24]=[CH:23][CH:22]=4)[C:18]([C:27]4[CH:34]=[CH:33][C:30]([CH:31]=O)=[CH:29][CH:28]=4)=[N:17][C:15]=3[N:16]=2)[CH2:7][CH2:6]1.FC(F)(F)C(O)=O.[NH:43]1[CH2:48][CH2:47][CH:46]([C:49]2[NH:50][C:51]([C:54]3[CH:59]=[CH:58][N+:57]([O-:60])=[CH:56][CH:55]=3)=[N:52][N:53]=2)[CH2:45][CH2:44]1.CCN(CC)CC.CC(O)=O.C(O[BH-](OC(=O)C)OC(=O)C)(=O)C.[Na+], predict the reaction product. The product is: [CH3:1][N:2]([CH3:35])[CH2:3][CH2:4][N:5]1[CH2:10][CH2:9][N:8]([C:11]2[N:12]=[CH:13][C:14]3[CH:20]=[C:19]([C:21]4[CH:26]=[CH:25][CH:24]=[CH:23][CH:22]=4)[C:18]([C:27]4[CH:34]=[CH:33][C:30]([CH2:31][N:43]5[CH2:48][CH2:47][CH:46]([C:49]6[NH:50][C:51]([C:54]7[CH:59]=[CH:58][N+:57]([O-:60])=[CH:56][CH:55]=7)=[N:52][N:53]=6)[CH2:45][CH2:44]5)=[CH:29][CH:28]=4)=[N:17][C:15]=3[N:16]=2)[CH2:7][CH2:6]1. (3) Given the reactants [C:1]([N:4]1[CH2:25][CH2:24][C:7]2[N:8]=[C:9](S(C)(=O)=O)[N:10]=[C:11]([C:12]3[CH:17]=[CH:16][C:15]([Cl:18])=[CH:14][C:13]=3[Cl:19])[C:6]=2[CH2:5]1)(=[O:3])[CH3:2].[NH2:26][CH2:27][CH2:28][NH:29][C:30]1[CH:35]=[CH:34][C:33]([C:36]#[N:37])=[CH:32][N:31]=1, predict the reaction product. The product is: [C:1]([N:4]1[CH2:25][CH2:24][C:7]2[N:8]=[C:9]([NH:26][CH2:27][CH2:28][NH:29][C:30]3[N:31]=[CH:32][C:33]([C:36]#[N:37])=[CH:34][CH:35]=3)[N:10]=[C:11]([C:12]3[CH:17]=[CH:16][C:15]([Cl:18])=[CH:14][C:13]=3[Cl:19])[C:6]=2[CH2:5]1)(=[O:3])[CH3:2]. (4) Given the reactants [H-].[H-].[H-].[H-].[Li+].[Al+3].[CH2:7]([O:14][CH2:15][C:16]([CH3:21])([C:19]#[N:20])[C:17]#[N:18])[C:8]1[CH:13]=[CH:12][CH:11]=[CH:10][CH:9]=1.O.[OH-].[Na+], predict the reaction product. The product is: [CH2:7]([O:14][CH2:15][C:16]([CH3:21])([CH2:19][NH2:20])[CH2:17][NH2:18])[C:8]1[CH:13]=[CH:12][CH:11]=[CH:10][CH:9]=1. (5) Given the reactants B.N1C=CC=[CH:4][C:3]=1C.[CH3:9][C:10]1[CH:11]=[CH:12][C:13]([CH:16]([NH:23][C:24]2[CH:25]=[C:26]3[C:35](=[CH:36][CH:37]=2)[S:34][C:33]2[C:32]([C:38]4[NH:43][C:42](=[O:44])[CH:41]=[C:40]([N:45]5[CH2:50][CH2:49][O:48][CH2:47][CH2:46]5)[CH:39]=4)=[CH:31][CH:30]=[CH:29][C:28]=2[S:27]3)[CH:17]2[CH2:22][CH2:21][NH:20][CH2:19][CH2:18]2)=[N:14][CH:15]=1.C(=O)C.C(=O)([O-])O.[Na+], predict the reaction product. The product is: [CH2:3]([N:20]1[CH2:19][CH2:18][CH:17]([CH:16]([NH:23][C:24]2[CH:25]=[C:26]3[C:35](=[CH:36][CH:37]=2)[S:34][C:33]2[C:32]([C:38]4[NH:43][C:42](=[O:44])[CH:41]=[C:40]([N:45]5[CH2:50][CH2:49][O:48][CH2:47][CH2:46]5)[CH:39]=4)=[CH:31][CH:30]=[CH:29][C:28]=2[S:27]3)[C:13]2[CH:12]=[CH:11][C:10]([CH3:9])=[CH:15][N:14]=2)[CH2:22][CH2:21]1)[CH3:4].